From a dataset of Reaction yield outcomes from USPTO patents with 853,638 reactions. Predict the reaction yield, written as a fraction of the theoretical maximum amount of product (1.0 means a 100% yield; for example, 0.34 means a 34% yield). (1) The reactants are [Br:1][C:2]1[CH:10]=[C:9]2[C:5]([CH:6]=[CH:7][NH:8]2)=[CH:4][CH:3]=1.[H-].[Na+].I[CH2:14][CH3:15].Cl. The catalyst is C1COCC1.O. The product is [Br:1][C:2]1[CH:10]=[C:9]2[C:5]([CH:6]=[CH:7][N:8]2[CH2:14][CH3:15])=[CH:4][CH:3]=1. The yield is 0.710. (2) The catalyst is O.C(OCC)(=O)C. The product is [CH:1]1(/[C:7](=[N:44]/[O:45][CH3:46])/[CH2:8][N:9]2[C:14](=[O:15])[C:13]([CH2:16][C:17]3[CH:18]=[CH:19][C:20]([C:23]4[CH:28]=[CH:27][CH:26]=[CH:25][C:24]=4[C:29]4[NH:33][C:32](=[O:34])[O:31][N:30]=4)=[CH:21][CH:22]=3)=[C:12]([CH2:35][CH2:36][CH3:37])[N:11]3[N:38]=[C:39]([CH3:41])[N:40]=[C:10]23)[CH2:6][CH2:5][CH2:4][CH2:3][CH2:2]1. The yield is 0.260. The reactants are [CH:1]1([C:7](=O)[CH2:8][N:9]2[C:14](=[O:15])[C:13]([CH2:16][C:17]3[CH:22]=[CH:21][C:20]([C:23]4[CH:28]=[CH:27][CH:26]=[CH:25][C:24]=4[C:29]4[NH:33][C:32](=[O:34])[O:31][N:30]=4)=[CH:19][CH:18]=3)=[C:12]([CH2:35][CH2:36][CH3:37])[N:11]3[N:38]=[C:39]([CH3:41])[N:40]=[C:10]23)[CH2:6][CH2:5][CH2:4][CH2:3][CH2:2]1.Cl.[NH2:44][O:45][CH3:46].N1C=CC=CC=1.Cl. (3) The yield is 0.410. The catalyst is N.CO. The product is [NH2:1][C:2]1[N:10]=[C:9]2[C:5]([N:6]=[CH:7][N:8]2[C@H:11]2[CH2:15][O:14][C@@H:13]([CH2:16][OH:17])[O:12]2)=[C:4]([NH:26][CH:27]2[CH2:28][CH2:29]2)[N:3]=1. The reactants are [NH2:1][C:2]1[N:10]=[C:9]2[C:5]([N:6]=[CH:7][N:8]2[C@H:11]2[CH2:15][O:14][C@@H:13]([CH2:16][O:17]C(=O)C3C=CC=CC=3)[O:12]2)=[C:4]([NH:26][CH:27]2[CH2:29][CH2:28]2)[N:3]=1. (4) The reactants are [CH3:1][C@:2]12[C:8]([CH3:10])([CH3:9])[C@H:5]([CH2:6][CH2:7]1)[CH:4]([C:11](Cl)=[O:12])[C:3]2=O.C(N(CC)CC)C.C(O[C:27]([N:29](C)[NH:30][C:31]1[CH:40]=[CH:39][C:38]2[C:33](=[CH:34][CH:35]=[CH:36][CH:37]=2)[CH:32]=1)=O)(C)(C)C.Cl.O1CCOCC1. The catalyst is ClCCCl. The product is [CH3:27][N:29]1[C:3]2[C@@:2]3([CH3:1])[C:8]([CH3:10])([CH3:9])[C@H:5]([CH2:6][CH2:7]3)[C:4]=2[C:11](=[O:12])[N:30]1[C:31]1[CH:40]=[CH:39][C:38]2[C:33](=[CH:34][CH:35]=[CH:36][CH:37]=2)[CH:32]=1. The yield is 0.640. (5) The reactants are C(N(CC)CC)C.C(Cl)Cl.[CH2:11]([N:15]1[C:23]([N:24]2[CH2:29][CH2:28][NH:27][C@@H:26]([CH3:30])[CH2:25]2)=[N:22][C:21]2[C:16]1=[N:17][C:18]([C:37]1[CH:38]=[N:39][C:40]([NH2:43])=[N:41][CH:42]=1)=[N:19][C:20]=2[N:31]1[CH2:36][CH2:35][O:34][CH2:33][CH2:32]1)[CH:12]([CH3:14])[CH3:13].[C:44](OC(=O)C)(=[O:46])[CH3:45]. The catalyst is C(Cl)Cl.CO. The product is [C:44]([N:27]1[CH2:28][CH2:29][N:24]([C:23]2[N:15]([CH2:11][CH:12]([CH3:14])[CH3:13])[C:16]3[C:21]([N:22]=2)=[C:20]([N:31]2[CH2:36][CH2:35][O:34][CH2:33][CH2:32]2)[N:19]=[C:18]([C:37]2[CH:42]=[N:41][C:40]([NH2:43])=[N:39][CH:38]=2)[N:17]=3)[CH2:25][C@@H:26]1[CH3:30])(=[O:46])[CH3:45]. The yield is 0.840. (6) The reactants are [H-].[Na+].[CH3:3]N(C=O)C.[Br:8][C:9]1[CH:14]=[CH:13][CH:12]=[C:11]([NH:15][CH2:16][CH2:17][CH2:18][N:19]2[CH2:24][CH2:23][O:22][CH2:21][CH2:20]2)[N:10]=1.IC. The catalyst is O. The product is [Br:8][C:9]1[N:10]=[C:11]([N:15]([CH3:3])[CH2:16][CH2:17][CH2:18][N:19]2[CH2:24][CH2:23][O:22][CH2:21][CH2:20]2)[CH:12]=[CH:13][CH:14]=1. The yield is 0.760.